Dataset: Full USPTO retrosynthesis dataset with 1.9M reactions from patents (1976-2016). Task: Predict the reactants needed to synthesize the given product. (1) Given the product [C:1]([N:4]1[CH2:9][CH2:8][N:7]([CH2:10][CH2:11][CH2:12][O:13][C:14]2[CH:23]=[C:22]3[C:17]([C:18]([O:27][C:28]4[CH:29]=[C:30]5[C:34](=[CH:35][CH:36]=4)[NH:33][C:32]([CH3:37])=[CH:31]5)=[N:19][CH:20]=[N:21]3)=[CH:16][C:15]=2[O:25][CH3:26])[CH2:6][CH2:5]1)(=[O:3])[CH3:2], predict the reactants needed to synthesize it. The reactants are: [C:1]([N:4]1[CH2:9][CH2:8][N:7]([CH2:10][CH2:11][CH2:12][O:13][C:14]2[CH:23]=[C:22]3[C:17]([C:18](Cl)=[N:19][CH:20]=[N:21]3)=[CH:16][C:15]=2[O:25][CH3:26])[CH2:6][CH2:5]1)(=[O:3])[CH3:2].[OH:27][C:28]1[CH:29]=[C:30]2[C:34](=[CH:35][CH:36]=1)[NH:33][C:32]([CH3:37])=[CH:31]2.C(=O)([O-])[O-].[K+].[K+]. (2) The reactants are: [C:1]([NH2:10])(=[O:9])[C:2]1[C:3](=[CH:5][CH:6]=[CH:7][CH:8]=1)[NH2:4].C(N(CC)CC)C.[C:18](Cl)(=O)[C:19]1[C:20]([O:25][CH3:26])=[CH:21][CH:22]=[CH:23][CH:24]=1.Cl. Given the product [CH3:26][O:25][C:20]1[CH:21]=[CH:22][CH:23]=[CH:24][C:19]=1[C:18]1[NH:10][C:1](=[O:9])[C:2]2[C:3](=[CH:5][CH:6]=[CH:7][CH:8]=2)[N:4]=1, predict the reactants needed to synthesize it. (3) Given the product [CH2:1]([O:3][C:4]([C:6]1[N:7]([C:29]2[CH:34]=[CH:33][C:32]([O:35][CH:36]3[CH2:37][CH2:38][CH2:39][CH2:40]3)=[CH:31][CH:30]=2)[C:8]2[C:13]([C:14]=1[CH2:15][CH2:16][C:17]#[N:18])=[CH:12][C:11]([C:19]1[CH:24]=[CH:23][C:22]([C:25]([F:28])([F:26])[F:27])=[CH:21][CH:20]=1)=[CH:10][CH:9]=2)=[O:5])[CH3:2], predict the reactants needed to synthesize it. The reactants are: [CH2:1]([O:3][C:4]([C:6]1[N:7]([C:29]2[CH:34]=[CH:33][C:32]([O:35][CH:36]3[CH2:40][CH2:39][CH2:38][CH2:37]3)=[CH:31][CH:30]=2)[C:8]2[C:13]([C:14]=1[CH:15]=[CH:16][C:17]#[N:18])=[CH:12][C:11]([C:19]1[CH:24]=[CH:23][C:22]([C:25]([F:28])([F:27])[F:26])=[CH:21][CH:20]=1)=[CH:10][CH:9]=2)=[O:5])[CH3:2]. (4) Given the product [CH3:1][N:2]([CH3:38])[C:3]1[S:4][C@H:5]2[O:11][C@H:10]([C@H:12]([OH:17])[C:13]([F:16])([F:14])[F:15])[C@@H:9]([OH:18])[C@H:8]([OH:28])[C@H:6]2[N:7]=1, predict the reactants needed to synthesize it. The reactants are: [CH3:1][N:2]([CH3:38])[C:3]1[S:4][C@H:5]2[O:11][C@H:10]([CH:12]([OH:17])[C:13]([F:16])([F:15])[F:14])[C@@H:9]([O:18]CC3C=CC(OC)=CC=3)[C@H:8]([O:28]CC3C=CC(OC)=CC=3)[C@H:6]2[N:7]=1.C(O)(C(F)(F)F)=O. (5) Given the product [CH3:27][C:13]1([CH3:12])[C:8](=[CH2:9])[C:30](=[O:31])[C:38]2[C:32]3[C:37](=[CH:36][CH:35]=[CH:34][CH:33]=3)[N:7]([CH2:15][C:16]3[CH:17]=[CH:18][C:19]([C:20]([O:22][CH3:23])=[O:21])=[CH:24][CH:25]=3)[C:6]=2[CH2:14]1, predict the reactants needed to synthesize it. The reactants are: O=C1[C:14]2[C:13]3[C:8](=[CH:9]C=C[CH:12]=3)[N:7]([CH2:15][C:16]3[CH:25]=[CH:24][C:19]([C:20]([O:22][CH3:23])=[O:21])=[CH:18][CH:17]=3)[C:6]=2CCC1.Cl.[CH3:27]NC.[CH2:30]=[O:31].[C:32]1([CH3:38])[CH:37]=[CH:36][CH:35]=[CH:34][CH:33]=1. (6) Given the product [C:1]([C:5]1[N:10]=[CH:9][C:8]([C:11]2[N:12]([C:32]([N:34]3[CH2:39][CH2:38][CH:37]([CH2:40][C:41]([N:52]([CH:47]4[CH2:51][CH2:50][CH2:49][CH2:48]4)[CH3:53])=[O:42])[CH2:36][CH2:35]3)=[O:33])[C@@:13]([C:25]3[CH:30]=[CH:29][C:28]([Cl:31])=[CH:27][CH:26]=3)([CH3:24])[C@@:14]([C:17]3[CH:22]=[CH:21][C:20]([Cl:23])=[CH:19][CH:18]=3)([CH3:16])[N:15]=2)=[C:7]([O:44][CH2:45][CH3:46])[CH:6]=1)([CH3:3])([CH3:2])[CH3:4], predict the reactants needed to synthesize it. The reactants are: [C:1]([C:5]1[N:10]=[CH:9][C:8]([C:11]2[N:12]([C:32]([N:34]3[CH2:39][CH2:38][CH:37]([CH2:40][C:41](O)=[O:42])[CH2:36][CH2:35]3)=[O:33])[C@@:13]([C:25]3[CH:30]=[CH:29][C:28]([Cl:31])=[CH:27][CH:26]=3)([CH3:24])[C@@:14]([C:17]3[CH:22]=[CH:21][C:20]([Cl:23])=[CH:19][CH:18]=3)([CH3:16])[N:15]=2)=[C:7]([O:44][CH2:45][CH3:46])[CH:6]=1)([CH3:4])([CH3:3])[CH3:2].[CH:47]1([NH:52][CH3:53])[CH2:51][CH2:50][CH2:49][CH2:48]1.